From a dataset of Full USPTO retrosynthesis dataset with 1.9M reactions from patents (1976-2016). Predict the reactants needed to synthesize the given product. (1) Given the product [CH2:77]([O:79][C:80]([N:82]1[CH2:87][CH2:86][N:85]([C:10](=[O:11])[C@@H:9]([NH:13][C:14]([C:16]2[CH:20]=[C:19]([O:21][CH2:22][C:23]([N:25]3[CH2:29][CH2:28][CH2:27][C@H:26]3[C:30](=[O:36])[NH:31][CH2:32][CH:33]3[CH2:35][CH2:34]3)=[O:24])[N:18]([C:37]3[CH:42]=[CH:41][CH:40]=[CH:39][CH:38]=3)[N:17]=2)=[O:15])[CH2:8][CH2:7][C:6]([OH:43])=[O:5])[CH2:84][C@H:83]1[CH3:88])=[O:81])[CH3:78], predict the reactants needed to synthesize it. The reactants are: C([O:5][C:6](=[O:43])[CH2:7][CH2:8][C@H:9]([NH:13][C:14]([C:16]1[CH:20]=[C:19]([O:21][CH2:22][C:23]([N:25]2[CH2:29][CH2:28][CH2:27][C@H:26]2[C:30](=[O:36])[NH:31][CH2:32][CH:33]2[CH2:35][CH2:34]2)=[O:24])[N:18]([C:37]2[CH:42]=[CH:41][CH:40]=[CH:39][CH:38]=2)[N:17]=1)=[O:15])[C:10](O)=[O:11])(C)(C)C.CCN(C(C)C)C(C)C.CN(C(ON1N=NC2C=CC=NC1=2)=[N+](C)C)C.F[P-](F)(F)(F)(F)F.[CH2:77]([O:79][C:80]([N:82]1[CH2:87][CH2:86][NH:85][CH2:84][C@H:83]1[CH3:88])=[O:81])[CH3:78]. (2) Given the product [CH2:30]([O:12][C:11](=[O:13])[C:10](=[O:14])[CH2:9][C:8]([C:5]1[CH:6]=[CH:7][C:2]([Cl:1])=[C:3]([F:19])[C:4]=1[O:17][CH3:18])([CH3:16])[CH3:15])[CH3:31], predict the reactants needed to synthesize it. The reactants are: [Cl:1][C:2]1[CH:7]=[CH:6][C:5]([C:8]([CH3:16])([CH3:15])[CH2:9][C:10](=[O:14])[C:11]([OH:13])=[O:12])=[C:4]([O:17][CH3:18])[C:3]=1[F:19].S(=O)(=O)(O)O.C(=O)(O)[O-].[Na+].[CH2:30](O)[CH3:31].